From a dataset of Reaction yield outcomes from USPTO patents with 853,638 reactions. Predict the reaction yield, written as a fraction of the theoretical maximum amount of product (1.0 means a 100% yield; for example, 0.34 means a 34% yield). (1) The reactants are [NH2:1][C:2]1[N:6]2[CH2:7][CH2:8][CH2:9][N:10]=[C:5]2[C:4]([C:18]2[CH:19]=[C:20]([OH:24])[CH:21]=[CH:22][CH:23]=2)([C:11]2[CH:16]=[CH:15][CH:14]=[C:13]([Br:17])[CH:12]=2)[N:3]=1.[F:25][C:26]([F:45])([F:44])[S:27](N(C1C=CC=CC=1)[S:27]([C:26]([F:45])([F:44])[F:25])(=[O:29])=[O:28])(=[O:29])=[O:28].C(N(CC)CC)C.C(=O)([O-])[O-].[K+].[K+]. The catalyst is ClCCl.C(OCC)(=O)C. The product is [F:25][C:26]([F:45])([F:44])[S:27]([O:24][C:20]1[CH:21]=[CH:22][CH:23]=[C:18]([C:4]2([C:11]3[CH:16]=[CH:15][CH:14]=[C:13]([Br:17])[CH:12]=3)[C:5]3=[N:10][CH2:9][CH2:8][CH2:7][N:6]3[C:2]([NH2:1])=[N:3]2)[CH:19]=1)(=[O:29])=[O:28]. The yield is 1.38. (2) The reactants are [N:1]1[C:10]2[CH2:9][CH2:8][NH:7][CH2:6][C:5]=2[CH:4]=[CH:3][CH:2]=1.C(N(CC)CC)C.[C:18](Cl)(=[O:20])[CH3:19]. The catalyst is C(Cl)Cl. The product is [C:18]([N:7]1[CH2:8][CH2:9][C:10]2[N:1]=[CH:2][CH:3]=[CH:4][C:5]=2[CH2:6]1)(=[O:20])[CH3:19]. The yield is 0.580. (3) The reactants are [C:1]([C:4]1[C:22](=[O:23])[C@@:8]2([CH3:24])[C:9]3[C:15]([OH:16])=[CH:14][C:13]([O:17][CH3:18])=[C:12]([C:19]([NH2:21])=[O:20])[C:10]=3[O:11][C:7]2=[CH:6][C:5]=1[OH:25])(=[O:3])[CH3:2].C[C:27]1[CH:28]=[C:29]([CH:37]=O)[C:30]2[C:35]([CH:36]=1)=[CH:34][CH:33]=[CH:32][CH:31]=2.[CH2:39]([SiH](CC)CC)C.FC(F)(F)C(O)=O. The catalyst is C(#N)C. The product is [C:1]([C:4]1[C:22](=[O:23])[C@@:8]2([CH3:24])[C:9]3[C:15]([OH:16])=[CH:14][C:13]([O:17][CH3:18])=[C:12]([C:19]([NH:21][CH2:37][C:29]4[C:30]5[C:35](=[CH:34][CH:33]=[CH:32][CH:31]=5)[CH:36]=[CH:27][C:28]=4[CH3:39])=[O:20])[C:10]=3[O:11][C:7]2=[CH:6][C:5]=1[OH:25])(=[O:3])[CH3:2]. The yield is 0.540. (4) The reactants are Br[C:2]1[CH:3]=[C:4]2[C:8](=[CH:9][C:10]=1[NH:11][C:12]([C:14]1[C:23](=[O:24])[C:22]3[C:17](=[CH:18][CH:19]=[CH:20][CH:21]=3)[NH:16][CH:15]=1)=[O:13])[NH:7][CH:6]=[CH:5]2.[C:25]1(B(O)O)[CH:30]=[CH:29][CH:28]=[CH:27][CH:26]=1.C([O-])([O-])=O.[K+].[K+]. The catalyst is CN(C=O)C.C1C=CC(P(C2C=CC=CC=2)[C-]2C=CC=C2)=CC=1.C1C=CC(P(C2C=CC=CC=2)[C-]2C=CC=C2)=CC=1.Cl[Pd]Cl.[Fe+2]. The product is [O:24]=[C:23]1[C:22]2[C:17](=[CH:18][CH:19]=[CH:20][CH:21]=2)[NH:16][CH:15]=[C:14]1[C:12]([NH:11][C:10]1[CH:9]=[C:8]2[C:4]([CH:5]=[CH:6][NH:7]2)=[CH:3][C:2]=1[C:25]1[CH:30]=[CH:29][CH:28]=[CH:27][CH:26]=1)=[O:13]. The yield is 0.130. (5) The reactants are CS(OS(C)(=O)=O)(=O)=O.[C:10]([C:14](O)([CH2:20][CH2:21][CH3:22])[C:15]#[C:16][C:17](=[O:19])[CH3:18])([CH3:13])([CH3:12])[CH3:11].C(N(CC)CC)C. The catalyst is ClCCl. The product is [C:10](/[C:14](=[CH:20]/[CH2:21][CH3:22])/[C:15]#[C:16][C:17](=[O:19])[CH3:18])([CH3:13])([CH3:12])[CH3:11]. The yield is 0.550.